This data is from Full USPTO retrosynthesis dataset with 1.9M reactions from patents (1976-2016). The task is: Predict the reactants needed to synthesize the given product. (1) Given the product [N:8]1([C:6]([O:5][C:1]([CH3:4])([CH3:2])[CH3:3])=[O:7])[C:16]2[C:11](=[CH:12][CH:13]=[CH:14][CH:15]=2)[CH2:10][C@H:9]1[C:17]([O:19][CH2:21][C:22]([C:24]1[CH:29]=[CH:28][C:27]([Br:30])=[CH:26][CH:25]=1)=[O:23])=[O:18], predict the reactants needed to synthesize it. The reactants are: [C:1]([O:5][C:6]([N:8]1[C:16]2[C:11](=[CH:12][CH:13]=[CH:14][CH:15]=2)[CH2:10][C@H:9]1[C:17]([OH:19])=[O:18])=[O:7])([CH3:4])([CH3:3])[CH3:2].Br[CH2:21][C:22]([C:24]1[CH:29]=[CH:28][C:27]([Br:30])=[CH:26][CH:25]=1)=[O:23].CCN(CC)CC. (2) Given the product [NH:8]1[CH2:12][CH2:11][C@@H:10]([NH:13][C:14](=[O:29])[CH2:15][C:16]2[NH:20][C:19]3[CH:21]=[CH:22][CH:23]=[C:24]([C:25]([F:26])([F:27])[F:28])[C:18]=3[N:17]=2)[CH2:9]1, predict the reactants needed to synthesize it. The reactants are: C([N:8]1[CH2:12][CH2:11][C@@H:10]([NH:13][C:14](=[O:29])[CH2:15][C:16]2[NH:20][C:19]3[CH:21]=[CH:22][CH:23]=[C:24]([C:25]([F:28])([F:27])[F:26])[C:18]=3[N:17]=2)[CH2:9]1)C1C=CC=CC=1.[H][H]. (3) Given the product [C:8]1([C:11]2[N:15]=[C:16]([NH2:18])[S:17][CH:12]=2)[CH:9]=[CH:10][C:5]([C:3]2[N:15]=[C:16]([NH2:18])[S:17][CH:2]=2)=[CH:6][CH:7]=1, predict the reactants needed to synthesize it. The reactants are: Br[CH2:2][C:3]([C:5]1[CH:10]=[CH:9][C:8]([C:11](=O)[CH2:12]Br)=[CH:7][CH:6]=1)=O.[NH2:15][C:16]([NH2:18])=[S:17]. (4) Given the product [CH2:20]([C:10]1[CH:23]=[N:8][N:7]([C:1]2[CH:6]=[CH:5][CH:4]=[CH:3][CH:2]=2)[CH:11]=1)[CH2:19][C:13]1[CH:18]=[CH:17][CH:16]=[CH:15][CH:14]=1, predict the reactants needed to synthesize it. The reactants are: [C:1]1([N+:7]2[N-:8]O[C:10](=O)[CH:11]=2)[CH:6]=[CH:5][CH:4]=[CH:3][CH:2]=1.[C:13]1([CH2:19][CH2:20]C#C)[CH:18]=[CH:17][CH:16]=[CH:15][CH:14]=1.[C:23](OCC)(=O)C. (5) Given the product [NH2:9][C@@H:8]([CH2:1][C:2]1[CH:3]=[CH:4][CH:5]=[CH:6][CH:7]=1)[C@@H:12]([C@H:13]1[CH2:17][C@@H:16]([O:18][CH2:19][C:20]2[CH:25]=[CH:24][CH:23]=[CH:22][CH:21]=2)[CH2:15][N:14]1[C:26]([O:28][C:29]([CH3:30])([CH3:31])[CH3:32])=[O:27])[OH:11], predict the reactants needed to synthesize it. The reactants are: [CH2:1]([C@H:8]1[C@@H:12]([CH:13]2[CH2:17][C@@H:16]([O:18][CH2:19][C:20]3[CH:25]=[CH:24][CH:23]=[CH:22][CH:21]=3)[CH2:15][N:14]2[C:26]([O:28][C:29]([CH3:32])([CH3:31])[CH3:30])=[O:27])[O:11]C(=O)[NH:9]1)[C:2]1[CH:7]=[CH:6][CH:5]=[CH:4][CH:3]=1.